This data is from Catalyst prediction with 721,799 reactions and 888 catalyst types from USPTO. The task is: Predict which catalyst facilitates the given reaction. Reactant: [NH2:1][C:2]1[CH:10]=[CH:9][CH:8]=[C:4]([C:5]([OH:7])=[O:6])[C:3]=1[OH:11].[Br:12][C:13]1[CH:17]=[C:16]([S:18](Cl)(=[O:20])=[O:19])[S:15][C:14]=1[Cl:22].C([O-])([O-])=O.[Na+].[Na+].CCOC(C)=O. Product: [Br:12][C:13]1[CH:17]=[C:16]([S:18]([NH:1][C:2]2[C:3]([OH:11])=[C:4]([CH:8]=[CH:9][CH:10]=2)[C:5]([OH:7])=[O:6])(=[O:20])=[O:19])[S:15][C:14]=1[Cl:22]. The catalyst class is: 38.